From a dataset of Peptide-MHC class I binding affinity with 185,985 pairs from IEDB/IMGT. Regression. Given a peptide amino acid sequence and an MHC pseudo amino acid sequence, predict their binding affinity value. This is MHC class I binding data. The MHC is HLA-A02:01 with pseudo-sequence HLA-A02:01. The binding affinity (normalized) is 0.0122. The peptide sequence is AIMFKDDNII.